This data is from Reaction yield outcomes from USPTO patents with 853,638 reactions. The task is: Predict the reaction yield, written as a fraction of the theoretical maximum amount of product (1.0 means a 100% yield; for example, 0.34 means a 34% yield). (1) The reactants are [Cl:1][C:2]1[C:3]([NH:25][C@@H:26]2[C@@H:31]3[CH2:32][C@@H:28]([CH:29]=[CH:30]3)[C@@H:27]2[C:33]([NH2:35])=[O:34])=[N:4][C:5]([NH:8][C:9]2[CH:22]=[CH:21][C:12]3[N:13]([CH2:19][CH3:20])[C:14](=[O:18])[CH2:15][CH2:16][CH2:17][C:11]=3[C:10]=2[O:23][CH3:24])=[N:6][CH:7]=1.[OH2:36].C[N+]1([O-])CCOCC1.[OH2:45]. The catalyst is CC(C)=O.C(Cl)Cl.[Os](=O)(=O)(=O)=O. The product is [Cl:1][C:2]1[C:3]([NH:25][C@@H:26]2[C@@H:31]3[CH2:32][C@@H:28]([C@@H:29]([OH:45])[C@H:30]3[OH:36])[C@@H:27]2[C:33]([NH2:35])=[O:34])=[N:4][C:5]([NH:8][C:9]2[CH:22]=[CH:21][C:12]3[N:13]([CH2:19][CH3:20])[C:14](=[O:18])[CH2:15][CH2:16][CH2:17][C:11]=3[C:10]=2[O:23][CH3:24])=[N:6][CH:7]=1. The yield is 0.670. (2) The reactants are O.O.[Sn](Cl)Cl.[F:6][C:7]1[CH:24]=[CH:23][C:22]([F:25])=[CH:21][C:8]=1[O:9][C:10]1[CH:17]=[CH:16][C:13]([C:14]#[N:15])=[CH:12][C:11]=1[N+:18]([O-])=O.CCOC(C)=O.O. The yield is 0.630. The catalyst is CCO.Cl. The product is [NH2:18][C:11]1[CH:12]=[C:13]([CH:16]=[CH:17][C:10]=1[O:9][C:8]1[CH:21]=[C:22]([F:25])[CH:23]=[CH:24][C:7]=1[F:6])[C:14]#[N:15]. (3) The reactants are [O:1]1[CH:6]=[CH:5][CH2:4][CH2:3][CH2:2]1.O.C1(C)C=CC(S(O)(=O)=O)=CC=1.[Br:19][C:20]1[C:28]2[C:23](=[CH:24][CH:25]=[CH:26][CH:27]=2)[NH:22][N:21]=1. The catalyst is C(OCC)(=O)C. The product is [Br:19][C:20]1[C:28]2[C:23](=[CH:24][CH:25]=[CH:26][CH:27]=2)[N:22]([CH:6]2[CH2:5][CH2:4][CH2:3][CH2:2][O:1]2)[N:21]=1. The yield is 0.980. (4) The reactants are [Si:1]([O:8][C@@H:9]([C@@H:35]([CH3:82])/[CH:36]=[CH:37]\[C@@H:38]([O:74][Si:75]([C:78]([CH3:81])([CH3:80])[CH3:79])([CH3:77])[CH3:76])[CH2:39][C@H:40]([O:66][Si:67]([C:70]([CH3:73])([CH3:72])[CH3:71])([CH3:69])[CH3:68])[C@H:41]([CH3:65])/[CH:42]=[CH:43]/[CH2:44][O:45][C:46]([C:59]1[CH:64]=[CH:63][CH:62]=[CH:61][CH:60]=1)([C:53]1[CH:58]=[CH:57][CH:56]=[CH:55][CH:54]=1)[C:47]1[CH:52]=[CH:51][CH:50]=[CH:49][CH:48]=1)[C@@H:10]([CH3:34])[CH2:11][CH2:12]/[CH:13]=[CH:14]/[C:15](=[O:33])[C@@H:16]([C@@H:18]1[C@@H:23]([CH3:24])[CH2:22][O:21][CH:20]([C:25]2[CH:30]=[CH:29][C:28]([O:31][CH3:32])=[CH:27][CH:26]=2)[O:19]1)[CH3:17])([C:4]([CH3:7])([CH3:6])[CH3:5])([CH3:3])[CH3:2].[BH4-].[Na+]. The catalyst is CCOC(C)=O.CCCCCC. The product is [Si:1]([O:8][C@@H:9]([C@@H:35]([CH3:82])/[CH:36]=[CH:37]\[C@@H:38]([O:74][Si:75]([C:78]([CH3:81])([CH3:80])[CH3:79])([CH3:77])[CH3:76])[CH2:39][C@H:40]([O:66][Si:67]([C:70]([CH3:73])([CH3:72])[CH3:71])([CH3:68])[CH3:69])[C@H:41]([CH3:65])/[CH:42]=[CH:43]/[CH2:44][O:45][C:46]([C:47]1[CH:52]=[CH:51][CH:50]=[CH:49][CH:48]=1)([C:59]1[CH:64]=[CH:63][CH:62]=[CH:61][CH:60]=1)[C:53]1[CH:54]=[CH:55][CH:56]=[CH:57][CH:58]=1)[C@@H:10]([CH3:34])[CH2:11][CH2:12][CH2:13][CH2:14][C:15](=[O:33])[C@@H:16]([C@@H:18]1[C@@H:23]([CH3:24])[CH2:22][O:21][CH:20]([C:25]2[CH:30]=[CH:29][C:28]([O:31][CH3:32])=[CH:27][CH:26]=2)[O:19]1)[CH3:17])([C:4]([CH3:5])([CH3:6])[CH3:7])([CH3:2])[CH3:3]. The yield is 0.650. (5) The reactants are [CH3:1][O:2][C:3]([C:5]1[C:9]([N+:10]([O-])=O)=[CH:8][NH:7][N:6]=1)=[O:4]. The catalyst is [Pd].C(O)C. The product is [CH3:1][O:2][C:3]([C:5]1[C:9]([NH2:10])=[CH:8][NH:7][N:6]=1)=[O:4]. The yield is 0.979. (6) The reactants are Br[C:2]1[CH:7]=[CH:6][C:5]([CH:8]2[CH2:13][CH2:12][N:11]([CH3:14])[CH2:10][CH2:9]2)=[CH:4][CH:3]=1.[CH3:15][C:16]1([CH3:32])[C:20]([CH3:22])([CH3:21])[O:19][B:18]([B:18]2[O:19][C:20]([CH3:22])([CH3:21])[C:16]([CH3:32])([CH3:15])[O:17]2)[O:17]1.ClCCl.C([O-])(=O)C.[K+]. The catalyst is C1(P(C2C=CC=CC=2)[C-]2C=CC=C2)C=CC=CC=1.[C-]1(P(C2C=CC=CC=2)C2C=CC=CC=2)C=CC=C1.[Fe+2]. The product is [CH3:14][N:11]1[CH2:12][CH2:13][CH:8]([C:5]2[CH:6]=[CH:7][C:2]([B:18]3[O:19][C:20]([CH3:22])([CH3:21])[C:16]([CH3:32])([CH3:15])[O:17]3)=[CH:3][CH:4]=2)[CH2:9][CH2:10]1. The yield is 0.800. (7) The reactants are C(N(CC)CC)C.[CH2:8]([N:10]=[C:11]=[O:12])[CH3:9].[Cl:13][C:14]1[CH:19]=[C:18]([C:20]([F:23])([F:22])[F:21])[CH:17]=[C:16]([Cl:24])[C:15]=1[O:25][C:26]1[CH:30]=[C:29]([C:31]([O:33][CH3:34])=[O:32])[NH:28][N:27]=1.Cl. The catalyst is C(OCC)(=O)C. The product is [Cl:24][C:16]1[CH:17]=[C:18]([C:20]([F:23])([F:21])[F:22])[CH:19]=[C:14]([Cl:13])[C:15]=1[O:25][C:26]1[CH:30]=[C:29]([C:31]([O:33][CH3:34])=[O:32])[N:28]([C:11](=[O:12])[NH:10][CH2:8][CH3:9])[N:27]=1. The yield is 0.235. (8) The reactants are [N-:1]=[N+:2]=[N-:3].[Na+].CS(O[CH2:10][CH2:11][N:12]1[C:16]2[CH:17]=[CH:18][CH:19]=[CH:20][C:15]=2[N:14]=[C:13]1[CH2:21][N:22]1[C:26]2[CH:27]=[CH:28][CH:29]=[CH:30][C:25]=2[N:24]=[N:23]1)(=O)=O. The catalyst is CN(C)C=O.O. The product is [N:1]([CH2:10][CH2:11][N:12]1[C:16]2[CH:17]=[CH:18][CH:19]=[CH:20][C:15]=2[N:14]=[C:13]1[CH2:21][N:22]1[C:26]2[CH:27]=[CH:28][CH:29]=[CH:30][C:25]=2[N:24]=[N:23]1)=[N+:2]=[N-:3]. The yield is 0.940. (9) The reactants are Br[CH:2]([CH3:11])[C:3]([C:5]1[CH:10]=[CH:9][CH:8]=[CH:7][CH:6]=1)=O.[NH2:12][C:13]([NH2:15])=[S:14]. The catalyst is CCO. The product is [CH3:11][C:2]1[S:14][C:13]([NH2:15])=[N:12][C:3]=1[C:5]1[CH:10]=[CH:9][CH:8]=[CH:7][CH:6]=1. The yield is 0.770.